From a dataset of Catalyst prediction with 721,799 reactions and 888 catalyst types from USPTO. Predict which catalyst facilitates the given reaction. (1) The catalyst class is: 372. Product: [N:4]1[C:5]2[C:10](=[CH:9][CH:8]=[CH:7][CH:6]=2)[CH:11]=[CH:12][C:3]=1[CH2:2][O:22][C:19]1[CH:20]=[CH:21][C:16]([C:14](=[O:15])[CH3:13])=[CH:17][CH:18]=1. Reactant: Cl[CH2:2][C:3]1[CH:12]=[CH:11][C:10]2[C:5](=[CH:6][CH:7]=[CH:8][CH:9]=2)[N:4]=1.[CH3:13][C:14]([C:16]1[CH:17]=[CH:18][C:19]([OH:22])=[CH:20][CH:21]=1)=[O:15].C(=O)([O-])[O-].[K+].[K+].[OH-].[Na+]. (2) Reactant: F[C:2]1[CH:3]=[C:4]2[C:8](=[CH:9][CH:10]=1)[NH:7][CH:6]=[CH:5]2.O. Product: [CH:9]1[C:8]2[NH:7][C:6]3[C:5](=[CH:3][CH:2]=[CH:10][CH:9]=3)[C:4]=2[CH:3]=[CH:2][CH:10]=1. The catalyst class is: 21. (3) The catalyst class is: 532. Product: [CH3:27][O:28][C:29]1[N:34]=[CH:33][C:32]([C:41]2[CH:40]=[C:5]3[C:12]([CH:17]=[CH:16][CH:15]=[C:5]3[C:12]3[CH:13]=[C:14]([C:18]([N:20]4[CH2:21][CH2:22][N:23]([CH3:26])[CH2:24][CH2:25]4)=[O:19])[CH:15]=[CH:16][CH:17]=3)=[CH:13][CH:14]=2)=[CH:31][N:30]=1. Reactant: BrC1C=C2C(=CC=1)N=CN=[C:5]2[C:12]1[CH:13]=[C:14]([C:18]([N:20]2[CH2:25][CH2:24][N:23]([CH3:26])[CH2:22][CH2:21]2)=[O:19])[CH:15]=[CH:16][CH:17]=1.[CH3:27][O:28][C:29]1[N:34]=[CH:33][C:32](B(O)O)=[CH:31][N:30]=1.CO[CH2:40][CH2:41]OC.C([O-])([O-])=O.[Na+].[Na+]. (4) Reactant: [O:1]=[C:2]1[N:6]=[C:5]2[C:7]3[CH:8]=[CH:9][CH:10]=[C:11]4[C:16]=3[C:15]([C:4]2=[C:3]1[C:17]#[N:18])=[CH:14][CH:13]=[CH:12]4.[NH2:19][C:20]1[CH:25]=[CH:24][C:23]([SH:26])=[CH:22][CH:21]=1. Product: [NH2:19][C:20]1[CH:25]=[CH:24][C:23]([S:26][C:8]2[C:7]3[C:5]4[C:4]([C:15]5[C:16]=3[C:11]([CH:12]=[CH:13][CH:14]=5)=[CH:10][CH:9]=2)=[C:3]([C:17]#[N:18])[C:2](=[O:1])[N:6]=4)=[CH:22][CH:21]=1. The catalyst class is: 10. (5) Reactant: Cl[C:2]1[C:11]2[C:6](=[CH:7][CH:8]=[CH:9][CH:10]=2)[C:5]([NH:12][C:13]2[CH:18]=[CH:17][C:16]([S:19][C:20]3[C:29]4[C:24](=[CH:25][C:26]([O:30][CH3:31])=[CH:27][N:28]=4)[N:23]=[CH:22][CH:21]=3)=[CH:15][CH:14]=2)=[N:4][N:3]=1.[CH3:32][O-:33].[Na+]. Product: [CH3:32][O:33][C:2]1[C:11]2[C:6](=[CH:7][CH:8]=[CH:9][CH:10]=2)[C:5]([NH:12][C:13]2[CH:18]=[CH:17][C:16]([S:19][C:20]3[C:29]4[C:24](=[CH:25][C:26]([O:30][CH3:31])=[CH:27][N:28]=4)[N:23]=[CH:22][CH:21]=3)=[CH:15][CH:14]=2)=[N:4][N:3]=1. The catalyst class is: 5. (6) Reactant: [C:1]1([C:7]2[CH:11]=[C:10]([CH2:12][OH:13])[O:9][N:8]=2)[CH:6]=[CH:5][CH:4]=[CH:3][CH:2]=1.[Cr](Cl)([O-])(=O)=O.[NH+]1C=CC=CC=1. Product: [C:1]1([C:7]2[CH:11]=[C:10]([CH:12]=[O:13])[O:9][N:8]=2)[CH:2]=[CH:3][CH:4]=[CH:5][CH:6]=1. The catalyst class is: 2.